This data is from Full USPTO retrosynthesis dataset with 1.9M reactions from patents (1976-2016). The task is: Predict the reactants needed to synthesize the given product. Given the product [CH3:14][C:2]([N+:15]([O-:17])=[O:16])([CH3:1])[CH2:3][C:4]1[N:8]2[CH:9]=[CH:10][C:11]([O:13][CH2:19][C:20]([NH2:22])=[O:21])=[CH:12][C:7]2=[N:6][CH:5]=1, predict the reactants needed to synthesize it. The reactants are: [CH3:1][C:2]([N+:15]([O-:17])=[O:16])([CH3:14])[CH2:3][C:4]1[N:8]2[CH:9]=[CH:10][C:11]([OH:13])=[CH:12][C:7]2=[N:6][CH:5]=1.Cl[CH2:19][C:20]([NH2:22])=[O:21].C(=O)([O-])[O-].[K+].[K+].[I-].[K+].